Dataset: Catalyst prediction with 721,799 reactions and 888 catalyst types from USPTO. Task: Predict which catalyst facilitates the given reaction. (1) Reactant: Br[C:2]1[CH:3]=[C:4]([CH:28]=[CH:29][C:30]=1[O:31][CH2:32][CH2:33][O:34][CH3:35])[CH2:5][NH:6][C:7]1[CH:8]=[C:9]2[C:14](=[CH:15][CH:16]=1)[N:13]=[CH:12][C:11]([C:17]#[N:18])=[C:10]2[NH:19][C:20]1[CH:25]=[CH:24][C:23]([F:26])=[C:22]([Cl:27])[CH:21]=1.[CH3:36][N:37](C=O)C. Product: [Cl:27][C:22]1[CH:21]=[C:20]([NH:19][C:10]2[C:9]3[C:14](=[CH:15][CH:16]=[C:7]([NH:6][CH2:5][C:4]4[CH:28]=[CH:29][C:30]([O:31][CH2:32][CH2:33][O:34][CH3:35])=[C:2]([C:36]#[N:37])[CH:3]=4)[CH:8]=3)[N:13]=[CH:12][C:11]=2[C:17]#[N:18])[CH:25]=[CH:24][C:23]=1[F:26]. The catalyst class is: 535. (2) Reactant: Cl[C:2]1[CH:7]=[C:6]([NH:8][C:9]2[CH:18]=[CH:17][CH:16]=[CH:15][C:10]=2[C:11]([NH:13][CH3:14])=[O:12])[C:5]([C:19]([F:22])([F:21])[F:20])=[CH:4][N:3]=1.[CH3:23][N:24]1[C:28]([NH2:29])=[CH:27][CH:26]=[N:25]1.C(=O)([O-])[O-].[Cs+].[Cs+].CC1(C)C2C=CC=C(P(C3C=CC=CC=3)C3C=CC=CC=3)C=2OC2C1=CC=CC=2P(C1C=CC=CC=1)C1C=CC=CC=1. Product: [CH3:14][NH:13][C:11](=[O:12])[C:10]1[CH:15]=[CH:16][CH:17]=[CH:18][C:9]=1[NH:8][C:6]1[C:5]([C:19]([F:22])([F:21])[F:20])=[CH:4][N:3]=[C:2]([NH:29][C:28]2[N:24]([CH3:23])[N:25]=[CH:26][CH:27]=2)[CH:7]=1. The catalyst class is: 160.